Dataset: Forward reaction prediction with 1.9M reactions from USPTO patents (1976-2016). Task: Predict the product of the given reaction. (1) Given the reactants [CH3:1][O:2][C:3](=[O:20])[C:4]1[CH:9]=[CH:8][CH:7]=[C:6]([C:10]2[O:11][C:12]3[CH:18]=[CH:17][CH:16]=[C:15]([CH3:19])[C:13]=3[N:14]=2)[CH:5]=1.[Br:21]N1C(=O)CCC1=O.CC(N=NC(C#N)(C)C)(C#N)C, predict the reaction product. The product is: [CH3:1][O:2][C:3](=[O:20])[C:4]1[CH:9]=[CH:8][CH:7]=[C:6]([C:10]2[O:11][C:12]3[CH:18]=[CH:17][CH:16]=[C:15]([CH2:19][Br:21])[C:13]=3[N:14]=2)[CH:5]=1. (2) The product is: [C:46]([O:45][C:43]([N:19]1[CH2:18][CH2:17][N:16]([C:22]2[CH:23]=[CH:24][C:25]3[O:29][C:28]([C:30]([O:32][CH2:33][CH3:34])=[O:31])=[CH:27][C:26]=3[CH:35]=2)[CH2:21][CH2:20]1)=[O:44])([CH3:49])([CH3:48])[CH3:47]. Given the reactants NC1C=CC2OC(C(OCC)=O)=CC=2C=1.[N:16]1([C:22]2[CH:23]=[CH:24][C:25]3[O:29][C:28]([C:30]([O:32][CH2:33][CH3:34])=[O:31])=[CH:27][C:26]=3[CH:35]=2)[CH2:21][CH2:20][NH:19][CH2:18][CH2:17]1.ClCCNCCCl.[C:43](O[C:43]([O:45][C:46]([CH3:49])([CH3:48])[CH3:47])=[O:44])([O:45][C:46]([CH3:49])([CH3:48])[CH3:47])=[O:44], predict the reaction product.